This data is from Full USPTO retrosynthesis dataset with 1.9M reactions from patents (1976-2016). The task is: Predict the reactants needed to synthesize the given product. (1) Given the product [OH:12][C@H:11]1[C@H:10]([O:16][C@@H:17]2[C@@H:22]([OH:23])[C@@H:21]([OH:27])[C@H:20]([OH:31])[C@@H:19]([CH2:35][OH:36])[O:18]2)[C@H:9]([OH:40])[C@@H:8]([C:41]2[CH:46]=[CH:45][CH:44]=[C:43]([OH:47])[CH:42]=2)[O:7][C@@H:6]1[CH2:5][OH:4], predict the reactants needed to synthesize it. The reactants are: C([O:4][CH2:5][C@@H:6]1[C@@H:11]([O:12]C(=O)C)[C@H:10]([O:16][C@@H:17]2[C@@H:22]([O:23]C(=O)C)[C@@H:21]([O:27]C(=O)C)[C@H:20]([O:31]C(=O)C)[C@@H:19]([CH2:35][O:36]C(=O)C)[O:18]2)[C@H:9]([OH:40])[C@@H:8]([C:41]2[CH:46]=[CH:45][CH:44]=[C:43]([OH:47])[CH:42]=2)[O:7]1)(=O)C.CO[Na]. (2) Given the product [O:7]=[C:6]1[N:5]([S:2]([NH:45][C:25]2[CH:24]=[CH:23][C:28]3[C:27](=[CH:32][CH:31]=[CH:30][CH:29]=3)[N:26]=2)(=[O:4])=[O:3])[CH2:10][CH2:9][O:11]1, predict the reactants needed to synthesize it. The reactants are: Cl[S:2]([N:5]=[C:6]=[O:7])(=[O:4])=[O:3].Cl[CH:9]([OH:11])[CH3:10].CCN(CCCC(N[C:23]1[CH:24]=[C:25](/C=C/C2C=CC=CC=2Cl)[N:26]=[C:27]2[CH:32]=[C:31](Cl)[CH:30]=[CH:29][C:28]=12)C)CC.C([N:45](CC)CC)C. (3) Given the product [C:10]([O:12][CH:13]([O:15][C:16](=[O:32])[CH2:17][CH:18]([CH2:23][NH:24][C:25]([O:27][C:28]([CH3:29])([CH3:30])[CH3:31])=[O:26])[CH2:19][CH:20]([CH3:21])[CH3:22])[CH3:14])(=[O:11])[CH:38]([CH3:39])[CH3:37], predict the reactants needed to synthesize it. The reactants are: C(=O)([O-])[O-].[Cs+].[Cs+].C(O[C:10]([O:12][CH:13]([O:15][C:16](=[O:32])[CH2:17][CH:18]([CH2:23][NH:24][C:25]([O:27][C:28]([CH3:31])([CH3:30])[CH3:29])=[O:26])[CH2:19][CH:20]([CH3:22])[CH3:21])[CH3:14])=[O:11])C.IC(O[C:37](=O)[CH:38](C)[CH3:39])C. (4) The reactants are: [NH2:1][C:2]1([CH2:15][CH2:16][OH:17])[C:11]2[C:6](=[CH:7][CH:8]=[C:9]([Br:12])[CH:10]=2)[CH2:5][C:4]([CH3:14])([CH3:13])[CH2:3]1.C[C:19]#[N:20].N#CBr. Given the product [Br:12][C:9]1[CH:10]=[C:11]2[C:6]([CH2:5][C:4]([CH3:13])([CH3:14])[CH2:3][C:2]32[CH2:15][CH2:16][O:17][C:19]([NH2:20])=[N:1]3)=[CH:7][CH:8]=1, predict the reactants needed to synthesize it. (5) Given the product [C:31]([O:30][C:28]([N:9]1[CH2:10][CH2:11][CH:6]([CH:4]([C:3]([O:2][CH3:1])=[O:19])[CH3:5])[CH2:7][CH2:8]1)=[O:29])([CH3:32])([CH3:33])[CH3:34], predict the reactants needed to synthesize it. The reactants are: [CH3:1][O:2][C:3](=[O:19])[C:4](=[C:6]1[CH2:11][CH2:10][N:9](CC2C=CC=CC=2)[CH2:8][CH2:7]1)[CH3:5].[CH3:32][C:31]([O:30][C:28](O[C:28]([O:30][C:31]([CH3:34])([CH3:33])[CH3:32])=[O:29])=[O:29])([CH3:34])[CH3:33]. (6) Given the product [NH:9]1[C:10]2[C:6](=[CH:5][CH:4]=[CH:12][CH:11]=2)[CH:7]=[C:8]1[C:30]([CH:32]([NH:41][C:42]([CH:44]([NH:49][C:50](=[O:59])[O:51][CH2:52][C:53]1[CH:54]=[CH:55][CH:56]=[CH:57][CH:58]=1)[CH2:45][CH:46]([CH3:48])[CH3:47])=[O:43])[CH2:33][CH2:34][C:35]1[CH:40]=[CH:39][CH:38]=[CH:37][CH:36]=1)=[O:31], predict the reactants needed to synthesize it. The reactants are: [H-].[K+].Br[C:4]1[CH:5]=[C:6]2[C:10](=[CH:11][CH:12]=1)[NH:9][CH:8]=[CH:7]2.C([Li])(C)(C)C.N1C2C(=CC=CC=2)C=C1.CON(C)[C:30]([CH:32]([NH:41][C:42]([CH:44]([NH:49][C:50](=[O:59])[O:51][CH2:52][C:53]1[CH:58]=[CH:57][CH:56]=[CH:55][CH:54]=1)[CH2:45][CH:46]([CH3:48])[CH3:47])=[O:43])[CH2:33][CH2:34][C:35]1[CH:40]=[CH:39][CH:38]=[CH:37][CH:36]=1)=[O:31].P(=O)(O)(O)O.